This data is from Forward reaction prediction with 1.9M reactions from USPTO patents (1976-2016). The task is: Predict the product of the given reaction. (1) Given the reactants [Cl:1][C:2]1[CH:3]=[C:4](C)[C:5](=[O:9])[N:6]([CH3:8])[N:7]=1.C(=O)([O-])[O-].[Cs+].[Cs+], predict the reaction product. The product is: [Cl:1][C:2]1[CH:3]=[CH:4][C:5](=[O:9])[N:6]([CH3:8])[N:7]=1. (2) Given the reactants Br[C:2]1[CH:7]=[CH:6][C:5]([C:8]2[CH:13]=[CH:12][CH:11]=[CH:10][N:9]=2)=[CH:4][CH:3]=1.[S:14]1[CH:18]=[CH:17][C:16](B(O)O)=[CH:15]1.C(=O)([O-])[O-].[Na+].[Na+].COCCOC, predict the reaction product. The product is: [S:14]1[CH:18]=[CH:17][C:16]([C:2]2[CH:7]=[CH:6][C:5]([C:8]3[CH:13]=[CH:12][CH:11]=[CH:10][N:9]=3)=[CH:4][CH:3]=2)=[CH:15]1. (3) Given the reactants [C:1]1([CH3:33])[CH:6]=[CH:5][CH:4]=[C:3]([C:7]2[O:11][CH:10]=[N:9][C:8]=2[C:12]([NH:14][C:15]2[CH:16]=[N:17][N:18]([CH2:20][CH:21]3[CH2:25][CH2:24][CH2:23][N:22]3C(OC(C)(C)C)=O)[CH:19]=2)=[O:13])[CH:2]=1.C(O)(C(F)(F)F)=O, predict the reaction product. The product is: [NH:22]1[CH2:23][CH2:24][CH2:25][CH:21]1[CH2:20][N:18]1[CH:19]=[C:15]([NH:14][C:12]([C:8]2[N:9]=[CH:10][O:11][C:7]=2[C:3]2[CH:2]=[C:1]([CH3:33])[CH:6]=[CH:5][CH:4]=2)=[O:13])[CH:16]=[N:17]1. (4) Given the reactants CO[C:3]([CH:5](Br)[C:6]1[CH:11]=[CH:10][CH:9]=[CH:8][CH:7]=1)=[O:4].[CH2:13]([NH2:16])[CH2:14][NH2:15].C[O-].[Na+], predict the reaction product. The product is: [C:6]1([CH:5]2[NH:16][CH2:13][CH2:14][NH:15][C:3]2=[O:4])[CH:11]=[CH:10][CH:9]=[CH:8][CH:7]=1. (5) Given the reactants [C:1]([O-:4])(=[O:3])[CH3:2].[Cr+3:5].[C:6]([O-:9])(=[O:8])[CH3:7].[C:10]([O-:13])(=[O:12])[CH3:11].B(O)(O)O.[Cr].[Al:19].[Cr].[Al], predict the reaction product. The product is: [C:1]([O-:4])(=[O:3])[CH3:2].[Cr+3:5].[C:6]([O-:9])(=[O:8])[CH3:7].[C:10]([O-:13])(=[O:12])[CH3:11].[C:1]([O-:4])(=[O:3])[CH3:2].[Al+3:19].[C:1]([O-:4])(=[O:3])[CH3:2].[C:1]([O-:4])(=[O:3])[CH3:2]. (6) Given the reactants [C:1]([OH:10])(=[O:9])[C:2]1[C:3](=[CH:5][CH:6]=[CH:7][CH:8]=1)[NH2:4].S(Cl)(Cl)=O.[CH3:15][CH:16](O)[CH3:17], predict the reaction product. The product is: [NH2:4][C:3]1[CH:5]=[CH:6][CH:7]=[CH:8][C:2]=1[C:1]([O:10][CH:16]([CH3:17])[CH3:15])=[O:9]. (7) Given the reactants [CH:1]1([CH2:4][OH:5])[CH2:3][CH2:2]1.[H-].[Na+].Cl[C:9]1[CH:18]=[N:17][C:16]2[C:15](=[O:19])[N:14]=[CH:13][NH:12][C:11]=2[CH:10]=1, predict the reaction product. The product is: [CH:1]1([CH2:4][O:5][C:9]2[CH:18]=[N:17][C:16]3[C:15](=[O:19])[N:14]=[CH:13][NH:12][C:11]=3[CH:10]=2)[CH2:3][CH2:2]1. (8) Given the reactants [N:1]1[C:10]2[C:5](=[CH:6][CH:7]=[CH:8][CH:9]=2)[N:4]=[CH:3][C:2]=1[SH:11].O1[CH2:17][CH2:16][O:15][CH2:14]C1.CN([CH:21]=[O:22])C, predict the reaction product. The product is: [CH3:21][O:22][CH:16]([O:15][CH3:14])[CH2:17][S:11][C:2]1[CH:3]=[N:4][C:5]2[C:10](=[CH:9][CH:8]=[CH:7][CH:6]=2)[N:1]=1.